From a dataset of Forward reaction prediction with 1.9M reactions from USPTO patents (1976-2016). Predict the product of the given reaction. (1) Given the reactants [CH3:1][S:2]([C:5]1[CH:10]=[CH:9][C:8]([N:11]=[CH:12][C:13]2[CH:18]=[CH:17][CH:16]=[C:15]([N+:19]([O-:21])=[O:20])[CH:14]=2)=[CH:7][CH:6]=1)(=[O:4])=[O:3].O.[O-]S(C(F)(F)F)(=O)=O.[Yb+3].[O-]S(C(F)(F)F)(=O)=O.[O-]S(C(F)(F)F)(=O)=O.[CH:48](=[O:52])[CH:49]([CH3:51])[CH3:50].O, predict the reaction product. The product is: [CH3:1][S:2]([C:5]1[CH:10]=[C:9]2[C:8](=[CH:7][CH:6]=1)[NH:11][CH:12]([C:13]1[CH:18]=[CH:17][CH:16]=[C:15]([N+:19]([O-:21])=[O:20])[CH:14]=1)[C:49]([CH3:51])([CH3:50])[CH:48]2[OH:52])(=[O:4])=[O:3]. (2) Given the reactants [CH2:1]([C@@H:4]1[C@H:9]2[C@H:10]3[C@H:19]([CH2:20][CH2:21][C@:7]2([CH3:8])[C:6](=[O:30])[CH2:5]1)[C:18]1[CH:17]=[CH:16][C:15]([O:22][CH2:23][C:24]2[CH:29]=[CH:28][CH:27]=[CH:26][CH:25]=2)=[CH:14][C:13]=1[CH2:12][CH2:11]3)[CH:2]=[CH2:3].[BH4-].[Na+].[NH4+].[Cl-], predict the reaction product. The product is: [CH2:1]([C@@H:4]1[C@H:9]2[C@H:10]3[C@H:19]([CH2:20][CH2:21][C@:7]2([CH3:8])[C@@H:6]([OH:30])[CH2:5]1)[C:18]1[CH:17]=[CH:16][C:15]([O:22][CH2:23][C:24]2[CH:25]=[CH:26][CH:27]=[CH:28][CH:29]=2)=[CH:14][C:13]=1[CH2:12][CH2:11]3)[CH:2]=[CH2:3]. (3) Given the reactants Br[C:2]1[C:3]([F:19])=[CH:4][C:5]2[O:11][CH2:10][CH2:9][N:8]3[CH:12]=[C:13]([C:15]([NH2:17])=[O:16])[N:14]=[C:7]3[C:6]=2[CH:18]=1.[Cl:20][C:21]1[CH:22]=[CH:23][C:24]([C:27]([OH:31])([C:29]#[CH:30])[CH3:28])=[N:25][CH:26]=1, predict the reaction product. The product is: [Cl:20][C:21]1[CH:22]=[CH:23][C:24]([C:27]([OH:31])([CH3:28])[C:29]#[C:30][C:2]2[C:3]([F:19])=[CH:4][C:5]3[O:11][CH2:10][CH2:9][N:8]4[CH:12]=[C:13]([C:15]([NH2:17])=[O:16])[N:14]=[C:7]4[C:6]=3[CH:18]=2)=[N:25][CH:26]=1. (4) Given the reactants CN(C(ON1N=NC2C=CC=NC1=2)=[N+](C)C)C.F[P-](F)(F)(F)(F)F.[C:25]1([S:31][C:32]2[S:33][C:34]([C:37]([OH:39])=O)=[CH:35][N:36]=2)[CH:30]=[CH:29][CH:28]=[CH:27][CH:26]=1.Cl.Cl.[NH2:42][C@@H:43]1[CH:48]2[CH2:49][CH2:50][N:45]([CH2:46][CH2:47]2)[CH2:44]1.CCN(C(C)C)C(C)C.[C:60]([OH:67])(=[O:66])/[CH:61]=[CH:62]/[C:63]([OH:65])=[O:64], predict the reaction product. The product is: [C:60]([OH:67])(=[O:66])/[CH:61]=[CH:62]/[C:63]([OH:65])=[O:64].[N:45]12[CH2:50][CH2:49][CH:48]([CH2:47][CH2:46]1)[C@@H:43]([NH:42][C:37]([C:34]1[S:33][C:32]([S:31][C:25]3[CH:26]=[CH:27][CH:28]=[CH:29][CH:30]=3)=[N:36][CH:35]=1)=[O:39])[CH2:44]2. (5) The product is: [CH3:26][CH:10]1[CH2:9][CH2:8][N:7]2[C:2](=[O:1])[C:3]3[C:15]4[CH2:16][CH2:17][C:18]([CH:24]=[O:25])=[C:19]([S:20][CH2:21][CH2:22][CH3:23])[C:14]=4[S:13][C:4]=3[N:5]=[C:6]2[CH2:12][CH2:11]1. Given the reactants [O:1]=[C:2]1[N:7]2[CH2:8][CH2:9][CH2:10][CH2:11][CH2:12][C:6]2=[N:5][C:4]2[S:13][C:14]3[C:19]([S:20][CH2:21][CH2:22][CH3:23])=[C:18]([CH:24]=[O:25])[CH2:17][CH2:16][C:15]=3[C:3]1=2.[CH2:26](OC(C1CCN2C(=O)C3C4CCC(C=O)=C(Cl)C=4SC=3N=C2CC1)=O)C, predict the reaction product. (6) Given the reactants [CH:1]1([C:4]2[CH:5]=[CH:6][C:7]([C:15]([OH:17])=O)=[N:8][C:9]=2[O:10][CH2:11][CH:12]2[CH2:14][CH2:13]2)[CH2:3][CH2:2]1.[CH3:18][C:19]([CH3:27])([C:21]1[N:25]=[C:24]([CH3:26])[O:23][N:22]=1)[NH2:20], predict the reaction product. The product is: [CH3:18][C:19]([NH:20][C:15]([C:7]1[CH:6]=[CH:5][C:4]([CH:1]2[CH2:2][CH2:3]2)=[C:9]([O:10][CH2:11][CH:12]2[CH2:13][CH2:14]2)[N:8]=1)=[O:17])([C:21]1[N:25]=[C:24]([CH3:26])[O:23][N:22]=1)[CH3:27].